This data is from Reaction yield outcomes from USPTO patents with 853,638 reactions. The task is: Predict the reaction yield, written as a fraction of the theoretical maximum amount of product (1.0 means a 100% yield; for example, 0.34 means a 34% yield). (1) The reactants are [BH4-].[Na+].C[O:4][C:5](=O)[C@@H:6]([NH:15][C:16]([C:18]1[CH:26]=[C:25]2[C:21]([CH:22]=[N:23][N:24]2[CH2:27][CH:28]([CH3:30])[CH3:29])=[CH:20][C:19]=1[O:31][C:32]1[CH:37]=[CH:36][C:35]([F:38])=[CH:34][C:33]=1[F:39])=[O:17])[CH2:7][CH2:8][N:9]1[CH2:14][CH2:13][CH2:12][CH2:11][CH2:10]1. The catalyst is CO. The product is [OH:4][CH2:5][C@@H:6]([NH:15][C:16]([C:18]1[CH:26]=[C:25]2[C:21]([CH:22]=[N:23][N:24]2[CH2:27][CH:28]([CH3:30])[CH3:29])=[CH:20][C:19]=1[O:31][C:32]1[CH:37]=[CH:36][C:35]([F:38])=[CH:34][C:33]=1[F:39])=[O:17])[CH2:7][CH2:8][N:9]1[CH2:14][CH2:13][CH2:12][CH2:11][CH2:10]1. The yield is 0.440. (2) The reactants are [CH3:1][N:2]([C:4]([O:6][C:7]([CH3:10])([CH3:9])[CH3:8])=[O:5])[NH2:3].Cl[CH2:12]/[CH:13]=[CH:14]\[CH2:15]Cl. No catalyst specified. The product is [N:3]1([N:2]([CH3:1])[C:4](=[O:5])[O:6][C:7]([CH3:10])([CH3:9])[CH3:8])[CH2:15][CH:14]=[CH:13][CH2:12]1. The yield is 0.860. (3) The reactants are [CH2:1]([O:8][C:9]1[C:14]([CH2:15]O)=[C:13]([CH3:17])[CH:12]=[C:11]([CH3:18])[N:10]=1)[C:2]1[CH:7]=[CH:6][CH:5]=[CH:4][CH:3]=1.O=S(Cl)[Cl:21].C([O-])(O)=O.[Na+]. The catalyst is C(Cl)Cl. The product is [CH2:1]([O:8][C:9]1[C:14]([CH2:15][Cl:21])=[C:13]([CH3:17])[CH:12]=[C:11]([CH3:18])[N:10]=1)[C:2]1[CH:7]=[CH:6][CH:5]=[CH:4][CH:3]=1. The yield is 0.600.